This data is from Full USPTO retrosynthesis dataset with 1.9M reactions from patents (1976-2016). The task is: Predict the reactants needed to synthesize the given product. The reactants are: C([O:8][C:9]1[CH:14]=[C:13]([O:15]CC2C=CC=CC=2)[C:12]([CH:23]([CH3:25])[CH3:24])=[CH:11][C:10]=1[C:26]1[N:27]([C:32]2[CH:33]=[C:34]3[C:38](=[CH:39][CH:40]=2)[N:37]([CH3:41])[CH:36]=[CH:35]3)[C:28]([OH:31])=[N:29][N:30]=1)C1C=CC=CC=1.[H][H].CO. Given the product [OH:31][C:28]1[N:27]([C:32]2[CH:33]=[C:34]3[C:38](=[CH:39][CH:40]=2)[N:37]([CH3:41])[CH:36]=[CH:35]3)[C:26]([C:10]2[CH:11]=[C:12]([CH:23]([CH3:24])[CH3:25])[C:13]([OH:15])=[CH:14][C:9]=2[OH:8])=[N:30][N:29]=1, predict the reactants needed to synthesize it.